Dataset: Catalyst prediction with 721,799 reactions and 888 catalyst types from USPTO. Task: Predict which catalyst facilitates the given reaction. (1) Reactant: [CH3:1][C@:2]12[C:8]([CH3:10])([CH3:9])[C@H:5]([CH2:6][CH2:7]1)[CH:4]([C:11](Cl)=[O:12])[C:3]2=O.C(N(CC)CC)C.C(O[C:27]([N:29](C)[NH:30][C:31]1[CH:36]=[C:35]([C:37]([F:40])([F:39])[F:38])[CH:34]=[CH:33][C:32]=1[C:41]([F:44])([F:43])[F:42])=O)(C)(C)C.Cl.O1CCOCC1.O.[Cl-].[Na+].O. Product: [F:42][C:41]([F:43])([F:44])[C:32]1[CH:33]=[CH:34][C:35]([C:37]([F:40])([F:39])[F:38])=[CH:36][C:31]=1[N:30]1[C:11](=[O:12])[C:4]2[C@@H:5]3[C:8]([CH3:10])([CH3:9])[C@@:2]([CH3:1])([CH2:7][CH2:6]3)[C:3]=2[N:29]1[CH3:27]. The catalyst class is: 417. (2) Reactant: [CH3:1][CH:2]1[CH:6]2[C:7]3([CH3:27])[CH:12]([CH2:13][CH:5]2OC1CCC(CNC(C)=O)C)[CH:11]1[CH2:14][CH:15]=[C:16]2[CH2:21][CH:20]([O:22][C:23]([CH3:25])=[O:24])[CH2:19][CH2:18][C:17]2([CH3:26])[CH:10]1[CH2:9][CH2:8]3.S(=O)(O)[O-].[Na+].[OH2:42]. Product: [CH3:1][C:2]([C:6]1[C@@:7]2([CH3:27])[CH2:8][CH2:9][C@@H:10]3[C@@:17]4([CH3:26])[CH2:18][CH2:19][C@H:20]([O:22][C:23]([CH3:25])=[O:24])[CH2:21][C:16]4=[CH:15][CH2:14][C@H:11]3[C@@H:12]2[CH2:13][CH:5]=1)=[O:42]. The catalyst class is: 15. (3) Reactant: [CH2:1]([O:3][C:4]1[C:8]([CH2:9][CH2:10][C:11](OCC)=[O:12])=[CH:7][N:6]([C:16]2[CH:21]=[C:20]([C:22]([F:25])([F:24])[F:23])[CH:19]=[CH:18][N:17]=2)[N:5]=1)[CH3:2].[H-].C([Al+]CC(C)C)C(C)C.Cl. Product: [CH2:1]([O:3][C:4]1[C:8]([CH2:9][CH2:10][CH2:11][OH:12])=[CH:7][N:6]([C:16]2[CH:21]=[C:20]([C:22]([F:23])([F:25])[F:24])[CH:19]=[CH:18][N:17]=2)[N:5]=1)[CH3:2]. The catalyst class is: 188. (4) The catalyst class is: 14. Product: [Cl:22][C:17]1[CH:16]=[C:15]([NH:14][C:5]2[C:4]3[C:9](=[CH:10][CH:11]=[C:2]([NH:1][CH2:30][C:27]4[N:26]=[CH:25][N:24]([CH3:23])[C:28]=4[CH3:29])[CH:3]=3)[N:8]=[CH:7][C:6]=2[C:12]#[N:13])[CH:20]=[CH:19][C:18]=1[F:21]. Reactant: [NH2:1][C:2]1[CH:3]=[C:4]2[C:9](=[CH:10][CH:11]=1)[N:8]=[CH:7][C:6]([C:12]#[N:13])=[C:5]2[NH:14][C:15]1[CH:20]=[CH:19][C:18]([F:21])=[C:17]([Cl:22])[CH:16]=1.[CH3:23][N:24]1[C:28]([CH3:29])=[C:27]([CH:30]=O)[N:26]=[CH:25]1.[BH3-]C#N.[Na+]. (5) Reactant: [CH:1]([C:3]1[C:11]2[C:6](=[CH:7][CH:8]=[CH:9][CH:10]=2)[NH:5][CH:4]=1)=[O:2].[H-].[Na+].[CH2:14]([O:21][C@@H:22]1[C@@H:27]([O:28][CH2:29][C:30]2[CH:35]=[CH:34][CH:33]=[CH:32][CH:31]=2)[C@H:26]([O:36][CH2:37][C:38]2[CH:43]=[CH:42][CH:41]=[CH:40][CH:39]=2)[C@@H:25]([CH2:44][O:45][CH2:46][C:47]2[CH:52]=[CH:51][CH:50]=[CH:49][CH:48]=2)[O:24][C@@H:23]1Cl)[C:15]1[CH:20]=[CH:19][CH:18]=[CH:17][CH:16]=1.O. Product: [CH2:14]([O:21][C@@H:22]1[C@@H:27]([O:28][CH2:29][C:30]2[CH:35]=[CH:34][CH:33]=[CH:32][CH:31]=2)[C@H:26]([O:36][CH2:37][C:38]2[CH:39]=[CH:40][CH:41]=[CH:42][CH:43]=2)[C@@H:25]([CH2:44][O:45][CH2:46][C:47]2[CH:48]=[CH:49][CH:50]=[CH:51][CH:52]=2)[O:24][C@H:23]1[N:5]1[C:6]2[C:11](=[CH:10][CH:9]=[CH:8][CH:7]=2)[C:3]([CH:1]=[O:2])=[CH:4]1)[C:15]1[CH:16]=[CH:17][CH:18]=[CH:19][CH:20]=1. The catalyst class is: 9. (6) Reactant: [CH2:1]([O:8][C:9]1[CH:16]=[CH:15][C:12]([CH:13]=O)=[CH:11][CH:10]=1)[C:2]1[CH:7]=[CH:6][CH:5]=[CH:4][CH:3]=1.[CH2:17]([O:19][CH2:20][C:21]([O:23][CH2:24][CH3:25])=[O:22])[CH3:18].CC(C)([O-])C.[K+]. Product: [CH2:24]([O:23][C:21](=[O:22])[C:20]([O:19][CH2:17][CH3:18])=[CH:13][C:12]1[CH:15]=[CH:16][C:9]([O:8][CH2:1][C:2]2[CH:7]=[CH:6][CH:5]=[CH:4][CH:3]=2)=[CH:10][CH:11]=1)[CH3:25]. The catalyst class is: 1.